Dataset: Catalyst prediction with 721,799 reactions and 888 catalyst types from USPTO. Task: Predict which catalyst facilitates the given reaction. Reactant: [N+:1]([C:4]1[CH:9]=[CH:8][CH:7]=[CH:6][C:5]=1[S:10](Cl)(=[O:12])=[O:11])([O-:3])=[O:2].C(N(CC)CC)C.[CH:21]1([NH2:26])[CH2:25][CH2:24][CH2:23][CH2:22]1. Product: [CH:21]1([NH:26][S:10]([C:5]2[CH:6]=[CH:7][CH:8]=[CH:9][C:4]=2[N+:1]([O-:3])=[O:2])(=[O:12])=[O:11])[CH2:25][CH2:24][CH2:23][CH2:22]1. The catalyst class is: 4.